This data is from Forward reaction prediction with 1.9M reactions from USPTO patents (1976-2016). The task is: Predict the product of the given reaction. Given the reactants C[N:2]1CCOCC1.[O:8]1[C:12]2[CH:13]=[CH:14][CH:15]=[CH:16][C:11]=2[N:10]=[C:9]1[N:17]1[CH2:22][CH2:21][CH2:20][CH2:19][C@H:18]1[C:23]([OH:25])=O.O.OC1C2N=NNC=2C=CC=1.[N:37]1([CH2:43][CH2:44][NH2:45])[CH2:42][CH2:41][CH2:40][CH2:39][CH2:38]1.Cl.CN(C)CCCN=C=NCC, predict the reaction product. The product is: [NH3:2].[O:8]1[C:12]2[CH:13]=[CH:14][CH:15]=[CH:16][C:11]=2[N:10]=[C:9]1[N:17]1[CH2:22][CH2:21][CH2:20][CH2:19][C@H:18]1[C:23]([NH:45][CH2:44][CH2:43][N:37]1[CH2:42][CH2:41][CH2:40][CH2:39][CH2:38]1)=[O:25].